This data is from HIV replication inhibition screening data with 41,000+ compounds from the AIDS Antiviral Screen. The task is: Binary Classification. Given a drug SMILES string, predict its activity (active/inactive) in a high-throughput screening assay against a specified biological target. (1) The result is 0 (inactive). The drug is CN(C)N1C(=O)C(=O)N(c2cccc3ccccc23)C1=O. (2) The drug is COC(=O)c1cc2c3c(c1)Oc1cc(C(=O)OC)cc4c1C3c1c(cc(C(=O)OC)cc1O4)O2. The result is 0 (inactive). (3) The drug is COc1ccc(C=C2CCCCC2=NO)cc1. The result is 0 (inactive). (4) The compound is O=[N+]([O-])C(F)(COCC(O)CO)[N+](=O)[O-]. The result is 0 (inactive).